This data is from Catalyst prediction with 721,799 reactions and 888 catalyst types from USPTO. The task is: Predict which catalyst facilitates the given reaction. Reactant: Cl[C:2]1[N:7]=[C:6]([N:8]2[C:12]3[CH:13]=[C:14]([F:17])[CH:15]=[CH:16][C:11]=3[N:10]=[C:9]2[CH3:18])[N:5]=[C:4]([NH:19][C:20]2[CH:25]=[CH:24][C:23]([O:26][CH3:27])=[CH:22][CH:21]=2)[CH:3]=1.[NH4+:28].[OH-]. Product: [F:17][C:14]1[CH:15]=[CH:16][C:11]2[N:10]=[C:9]([CH3:18])[N:8]([C:6]3[N:5]=[C:4]([NH:19][C:20]4[CH:25]=[CH:24][C:23]([O:26][CH3:27])=[CH:22][CH:21]=4)[CH:3]=[C:2]([NH2:28])[N:7]=3)[C:12]=2[CH:13]=1. The catalyst class is: 16.